The task is: Predict the reactants needed to synthesize the given product.. This data is from Full USPTO retrosynthesis dataset with 1.9M reactions from patents (1976-2016). (1) Given the product [CH3:15][C:14]([NH:19][CH2:2][C:3]([N:5]1[C@@H:9]([C:10]#[CH:11])[CH2:8][CH2:7][C@H:6]1[C:12]#[N:13])=[O:4])([CH3:16])[CH2:17][CH3:18], predict the reactants needed to synthesize it. The reactants are: Cl[CH2:2][C:3]([N:5]1[C@@H:9]([C:10]#[CH:11])[CH2:8][CH2:7][C@H:6]1[C:12]#[N:13])=[O:4].[C:14]([NH2:19])([CH2:17][CH3:18])([CH3:16])[CH3:15]. (2) Given the product [CH:1]1([NH:6][C:15]2[N:20]3[N:21]=[CH:22][N:23]=[C:19]3[N:18]=[C:17]([C:24]([F:26])([F:27])[F:25])[C:16]=2[CH2:28][CH2:29][CH3:30])[CH2:5][CH2:4][CH2:3][CH2:2]1, predict the reactants needed to synthesize it. The reactants are: [CH:1]1([NH2:6])[CH2:5][CH2:4][CH2:3][CH2:2]1.C(N(CC)CC)C.Cl[C:15]1[N:20]2[N:21]=[CH:22][N:23]=[C:19]2[N:18]=[C:17]([C:24]([F:27])([F:26])[F:25])[C:16]=1[CH2:28][CH2:29][CH3:30].